From a dataset of Forward reaction prediction with 1.9M reactions from USPTO patents (1976-2016). Predict the product of the given reaction. (1) Given the reactants [CH2:1]([OH:6])[CH2:2][CH2:3][CH2:4][CH3:5].[C:7]1([CH3:14])[C:8]([CH3:13])=[CH:9][CH:10]=[CH:11][CH:12]=1, predict the reaction product. The product is: [CH2:1]([OH:6])[CH2:2][CH2:3][CH2:4][CH3:5].[C:7]1([CH3:14])[C:8]([CH3:13])=[CH:9][CH:10]=[CH:11][CH:12]=1. (2) Given the reactants C([O:5][C:6](=[O:19])[CH2:7][CH:8]([OH:18])[CH2:9][CH2:10][C:11]1[CH:16]=[CH:15][C:14]([I:17])=[CH:13][CH:12]=1)(C)(C)C, predict the reaction product. The product is: [OH:18][CH:8]([CH2:9][CH2:10][C:11]1[CH:12]=[CH:13][C:14]([I:17])=[CH:15][CH:16]=1)[CH2:7][C:6]([OH:19])=[O:5]. (3) Given the reactants [Li+].[OH-].[O:3]=[C:4]1[N:10]([CH:11]2[CH2:16][CH2:15][N:14]([C:17]([O:19][C@H:20]([CH2:38][C:39]3[CH:44]=[C:43]([C:45]([F:48])([F:47])[F:46])[C:42]([NH2:49])=[C:41]([Cl:50])[CH:40]=3)[C:21]([N:23]3[CH2:28][CH2:27][CH:26]([N:29]4[CH2:33][CH2:32][CH2:31][C@H:30]4[C:34]([O:36]C)=[O:35])[CH2:25][CH2:24]3)=[O:22])=[O:18])[CH2:13][CH2:12]2)[CH2:9][CH2:8][C:7]2[CH:51]=[CH:52][CH:53]=[CH:54][C:6]=2[NH:5]1.C(O)=O, predict the reaction product. The product is: [O:3]=[C:4]1[N:10]([CH:11]2[CH2:16][CH2:15][N:14]([C:17]([O:19][C@H:20]([CH2:38][C:39]3[CH:44]=[C:43]([C:45]([F:47])([F:46])[F:48])[C:42]([NH2:49])=[C:41]([Cl:50])[CH:40]=3)[C:21]([N:23]3[CH2:24][CH2:25][CH:26]([N:29]4[CH2:33][CH2:32][CH2:31][C@H:30]4[C:34]([OH:36])=[O:35])[CH2:27][CH2:28]3)=[O:22])=[O:18])[CH2:13][CH2:12]2)[CH2:9][CH2:8][C:7]2[CH:51]=[CH:52][CH:53]=[CH:54][C:6]=2[NH:5]1. (4) Given the reactants [Cl:1][C:2]1[CH:3]=[C:4]([C@@H:8]([OH:35])[CH2:9][NH:10][CH2:11][CH2:12][C:13]2[CH:18]=[CH:17][C:16]([S:19]([C:22]3[CH:23]=[CH:24][C:25]([OH:34])=[C:26]([CH2:28][C:29]([O:31]CC)=[O:30])[CH:27]=3)(=[O:21])=[O:20])=[CH:15][CH:14]=2)[CH:5]=[CH:6][CH:7]=1.[OH-].[Na+].Cl, predict the reaction product. The product is: [ClH:1].[Cl:1][C:2]1[CH:3]=[C:4]([C@@H:8]([OH:35])[CH2:9][NH:10][CH2:11][CH2:12][C:13]2[CH:14]=[CH:15][C:16]([S:19]([C:22]3[CH:23]=[CH:24][C:25]([OH:34])=[C:26]([CH2:28][C:29]([OH:31])=[O:30])[CH:27]=3)(=[O:20])=[O:21])=[CH:17][CH:18]=2)[CH:5]=[CH:6][CH:7]=1. (5) Given the reactants Cl[C:2]1[C:11]2[C:6](=[CH:7][C:8]([O:19][CH3:20])=[C:9]([S:12]([C:15]([CH3:18])([CH3:17])[CH3:16])(=[O:14])=[O:13])[CH:10]=2)[N:5]=[CH:4][CH:3]=1.[F:21][C:22]1[CH:23]=[C:24]2[C:30]([NH2:31])=[N:29][NH:28][C:25]2=[N:26][CH:27]=1.CCO, predict the reaction product. The product is: [C:15]([S:12]([C:9]1[CH:10]=[C:11]2[C:6](=[CH:7][C:8]=1[O:19][CH3:20])[N:5]=[CH:4][CH:3]=[C:2]2[NH:31][C:30]1[C:24]2[C:25](=[N:26][CH:27]=[C:22]([F:21])[CH:23]=2)[NH:28][N:29]=1)(=[O:14])=[O:13])([CH3:18])([CH3:17])[CH3:16]. (6) Given the reactants [NH2:1][C:2]1[C:11]2[N:12]=[C:13]([CH2:19][CH2:20][CH2:21][CH3:22])[N:14]([CH2:15][CH2:16][CH2:17]O)[C:10]=2[C:9]2[CH:8]=[CH:7][CH:6]=[CH:5][C:4]=2[N:3]=1.S(Cl)(Cl)=O, predict the reaction product. The product is: [NH2:1][C:2]1[C:11]2[N:12]=[C:13]([CH2:19][CH2:20][CH2:21][CH3:22])[N:14]([CH2:15][CH2:16][CH2:17][NH:12][CH2:11][CH2:10][N:14]([CH3:15])[CH3:13])[C:10]=2[C:9]2[CH:8]=[CH:7][CH:6]=[CH:5][C:4]=2[N:3]=1.